From a dataset of Forward reaction prediction with 1.9M reactions from USPTO patents (1976-2016). Predict the product of the given reaction. (1) The product is: [ClH:1].[NH:9]1[CH2:12][CH:11]([C:13]2[C:14]([C:19]3[CH:24]=[CH:23][CH:22]=[CH:21][CH:20]=3)=[N:15][CH:16]=[CH:17][CH:18]=2)[CH2:10]1. Given the reactants [ClH:1].C(OC([N:9]1[CH2:12][CH:11]([C:13]2[C:14]([C:19]3[CH:24]=[CH:23][CH:22]=[CH:21][CH:20]=3)=[N:15][CH:16]=[CH:17][CH:18]=2)[CH2:10]1)=O)(C)(C)C, predict the reaction product. (2) Given the reactants [NH2:1][C:2]([C@@H:4]1[CH2:8][C@H:7]([F:9])[CH2:6][N:5]1[C:10](=[O:34])[C@@H:11]([NH:16][C:17]([O:19][CH2:20][C:21]1[C:33]2[CH2:32][C:31]3[C:26](=[CH:27][CH:28]=[CH:29][CH:30]=3)[C:25]=2[CH:24]=[CH:23][CH:22]=1)=[O:18])[C@@H:12]([CH3:15])[CH2:13][CH3:14])=O.FC(F)(F)C(OC(=O)C(F)(F)F)=O, predict the reaction product. The product is: [C:2]([C@@H:4]1[CH2:8][C@H:7]([F:9])[CH2:6][N:5]1[C:10](=[O:34])[C@@H:11]([NH:16][C:17]([O:19][CH2:20][C:21]1[C:33]2[CH2:32][C:31]3[C:26](=[CH:27][CH:28]=[CH:29][CH:30]=3)[C:25]=2[CH:24]=[CH:23][CH:22]=1)=[O:18])[C@@H:12]([CH3:15])[CH2:13][CH3:14])#[N:1]. (3) Given the reactants [C:1]([O:5][C@@H:6]([C:12]1[C:13]([N:36]2[CH2:41][CH2:40][C:39]([CH3:43])([CH3:42])[CH2:38][CH2:37]2)=[C:14]([C:20]2[CH:21]=[N:22][C:23]([O:26][CH2:27][CH2:28][C:29]3[CH:34]=[CH:33][C:32]([F:35])=[CH:31][CH:30]=3)=[CH:24][CH:25]=2)[C:15]([CH3:19])=[N:16][C:17]=1[CH3:18])[C:7]([O:9]CC)=[O:8])([CH3:4])([CH3:3])[CH3:2].C1COCC1.[OH-].[Na+].Cl, predict the reaction product. The product is: [C:1]([O:5][C@@H:6]([C:12]1[C:13]([N:36]2[CH2:37][CH2:38][C:39]([CH3:43])([CH3:42])[CH2:40][CH2:41]2)=[C:14]([C:20]2[CH:21]=[N:22][C:23]([O:26][CH2:27][CH2:28][C:29]3[CH:34]=[CH:33][C:32]([F:35])=[CH:31][CH:30]=3)=[CH:24][CH:25]=2)[C:15]([CH3:19])=[N:16][C:17]=1[CH3:18])[C:7]([OH:9])=[O:8])([CH3:4])([CH3:2])[CH3:3]. (4) Given the reactants [Cl:1][C:2]1[CH:7]=[CH:6][CH:5]=[C:4]([NH2:8])[C:3]=1[NH2:9].C1C[O:13][CH2:12]C1.C(C1NC=CN=1)(C1NC=CN=1)=O.Cl, predict the reaction product. The product is: [Cl:1][C:2]1[C:3]2[NH:9][C:12](=[O:13])[NH:8][C:4]=2[CH:5]=[CH:6][CH:7]=1. (5) Given the reactants [C:1]([O:5][C:6](=[O:31])[NH:7][C@@H:8]1[C:14](=[O:15])[N:13]([CH2:16][C:17]2[C:26]3[C:21](=[CH:22][CH:23]=[CH:24][CH:25]=3)[CH:20]=[CH:19][CH:18]=2)[C:12]2[CH:27]=[CH:28][CH:29]=[CH:30][C:11]=2[NH:10][CH2:9]1)([CH3:4])([CH3:3])[CH3:2].[CH:32](=O)[CH2:33][CH:34]([CH3:36])[CH3:35].C(O[BH-](OC(=O)C)OC(=O)C)(=O)C.[Na+], predict the reaction product. The product is: [C:1]([O:5][C:6](=[O:31])[NH:7][C@@H:8]1[C:14](=[O:15])[N:13]([CH2:16][C:17]2[C:26]3[C:21](=[CH:22][CH:23]=[CH:24][CH:25]=3)[CH:20]=[CH:19][CH:18]=2)[C:12]2[CH:27]=[CH:28][CH:29]=[CH:30][C:11]=2[N:10]([CH2:32][CH2:33][CH:34]([CH3:36])[CH3:35])[CH2:9]1)([CH3:4])([CH3:2])[CH3:3].